This data is from Full USPTO retrosynthesis dataset with 1.9M reactions from patents (1976-2016). The task is: Predict the reactants needed to synthesize the given product. Given the product [CH:14]([C:16]1[N:17]=[C:18](/[CH:21]=[CH:22]/[C:23]2[CH:28]=[CH:27][CH:26]=[CH:25][CH:24]=2)[O:19][CH:20]=1)=[O:13], predict the reactants needed to synthesize it. The reactants are: [H-].C([Al+]CC(C)C)C(C)C.C([O:13][C:14]([C:16]1[N:17]=[C:18](/[CH:21]=[CH:22]/[C:23]2[CH:28]=[CH:27][CH:26]=[CH:25][CH:24]=2)[O:19][CH:20]=1)=O)C.CO.